This data is from Forward reaction prediction with 1.9M reactions from USPTO patents (1976-2016). The task is: Predict the product of the given reaction. (1) Given the reactants [Cl:1][C:2]1[N:10]=[C:9]([Cl:11])[CH:8]=[CH:7][C:3]=1[C:4](Cl)=[O:5].[Si:12]([O:19][CH2:20][CH2:21][NH:22][CH2:23][CH:24]([C:26]1[CH:31]=[CH:30][CH:29]=[CH:28][CH:27]=1)[OH:25])([C:15]([CH3:18])([CH3:17])[CH3:16])([CH3:14])[CH3:13], predict the reaction product. The product is: [Si:12]([O:19][CH2:20][CH2:21][N:22]([CH2:23][CH:24]([OH:25])[C:26]1[CH:31]=[CH:30][CH:29]=[CH:28][CH:27]=1)[C:4](=[O:5])[C:3]1[CH:7]=[CH:8][C:9]([Cl:11])=[N:10][C:2]=1[Cl:1])([C:15]([CH3:18])([CH3:17])[CH3:16])([CH3:14])[CH3:13]. (2) Given the reactants [CH:1]1([CH2:6][CH2:7][C:8]([NH:10][C:11]2[C:16]([CH3:17])=[CH:15][CH:14]=[C:13]([N+:18]([O-])=O)[C:12]=2[CH3:21])=[O:9])[CH2:5][CH2:4][CH2:3][CH2:2]1, predict the reaction product. The product is: [NH2:18][C:13]1[C:12]([CH3:21])=[C:11]([NH:10][C:8](=[O:9])[CH2:7][CH2:6][CH:1]2[CH2:2][CH2:3][CH2:4][CH2:5]2)[C:16]([CH3:17])=[CH:15][CH:14]=1. (3) Given the reactants [Cl:1][C:2]1[CH:7]=[CH:6][C:5]([OH:8])=[CH:4][CH:3]=1.[CH2:9]([O:11][C:12](=[O:15])[CH2:13]Br)[CH3:10], predict the reaction product. The product is: [CH2:9]([O:11][C:12](=[O:15])[CH2:13][O:8][C:5]1[CH:6]=[CH:7][C:2]([Cl:1])=[CH:3][CH:4]=1)[CH3:10]. (4) Given the reactants C(OC([N:8]1[CH2:17][C:16]([CH3:19])([CH3:18])[C:15]2[C:10](=[CH:11][C:12]([NH:20][C:21]([C:23]3[C:24]([NH:29][CH2:30][C:31]4[C:39]5[C:34](=[N:35][CH:36]=[CH:37][CH:38]=5)[NH:33][CH:32]=4)=[N:25][CH:26]=[CH:27][CH:28]=3)=[O:22])=[CH:13][CH:14]=2)[CH2:9]1)=O)(C)(C)C.C(O)(C(F)(F)F)=O.C(Cl)Cl, predict the reaction product. The product is: [CH3:18][C:16]1([CH3:19])[C:15]2[C:10](=[CH:11][C:12]([NH:20][C:21](=[O:22])[C:23]3[CH:28]=[CH:27][CH:26]=[N:25][C:24]=3[NH:29][CH2:30][C:31]3[C:39]4[C:34](=[N:35][CH:36]=[CH:37][CH:38]=4)[NH:33][CH:32]=3)=[CH:13][CH:14]=2)[CH2:9][NH:8][CH2:17]1.